Task: Predict which catalyst facilitates the given reaction.. Dataset: Catalyst prediction with 721,799 reactions and 888 catalyst types from USPTO (1) Reactant: [C:1]([O:5][C:6]([NH:8][C:9]1[S:13][C:12]([C:14]2[C:19]([F:20])=[CH:18][CH:17]=[CH:16][C:15]=2[F:21])=[N:11][C:10]=1[C:22](O)=[O:23])=[O:7])([CH3:4])([CH3:3])[CH3:2].C1CN([P+](ON2N=NC3C=CC=CC2=3)(N2CCCC2)N2CCCC2)CC1.F[P-](F)(F)(F)(F)F.[NH2:58][C:59]1[CH:60]=[N:61][N:62]([CH3:79])[C:63]=1[N:64]1[CH2:70][CH2:69][CH:68]([F:71])[CH:67]([NH:72][C:73](=[O:78])[C:74]([F:77])([F:76])[F:75])[CH2:66][CH2:65]1.CCN(C(C)C)C(C)C. Product: [F:21][C:15]1[CH:16]=[CH:17][CH:18]=[C:19]([F:20])[C:14]=1[C:12]1[S:13][C:9]([NH:8][C:6](=[O:7])[O:5][C:1]([CH3:3])([CH3:4])[CH3:2])=[C:10]([C:22](=[O:23])[NH:58][C:59]2[CH:60]=[N:61][N:62]([CH3:79])[C:63]=2[N:64]2[CH2:65][CH2:66][CH:67]([NH:72][C:73](=[O:78])[C:74]([F:75])([F:76])[F:77])[CH:68]([F:71])[CH2:69][CH2:70]2)[N:11]=1. The catalyst class is: 2. (2) Reactant: [Br:1][C:2]1[C:7]([C:8]([OH:10])=[O:9])=[C:6]([F:11])[C:5]([C@H:12]2[CH2:17][CH2:16][C@H:15]([CH2:18][CH2:19][CH2:20][CH2:21][CH3:22])[CH2:14][CH2:13]2)=[CH:4][CH:3]=1.[C:23](=O)([O-])[O-].[K+].[K+].CI. Product: [Br:1][C:2]1[C:7]([C:8]([O:10][CH3:23])=[O:9])=[C:6]([F:11])[C:5]([CH:12]2[CH2:17][CH2:16][CH:15]([CH2:18][CH2:19][CH2:20][CH2:21][CH3:22])[CH2:14][CH2:13]2)=[CH:4][CH:3]=1. The catalyst class is: 21. (3) Reactant: C([O:4][CH2:5][CH:6]1[CH2:10][CH2:9][N:8]([C:11]2[C:16](/[CH:17]=[C:18](\[CH3:39])/[C:19]([NH:21][C:22]3[CH:27]=[CH:26][C:25]([S:28]([CH2:30][C:31]4[N:35]([CH2:36][CH2:37][CH3:38])[CH:34]=[N:33][N:32]=4)=[O:29])=[CH:24][CH:23]=3)=[O:20])=[CH:15][C:14]([C:40]3[CH:45]=[CH:44][C:43]([O:46][CH2:47][CH2:48][O:49][CH2:50][CH2:51][CH2:52][CH3:53])=[CH:42][CH:41]=3)=[CH:13][N:12]=2)[CH2:7]1)(=O)C.[OH-].[Na+].O.Cl. Product: [CH2:50]([O:49][CH2:48][CH2:47][O:46][C:43]1[CH:42]=[CH:41][C:40]([C:14]2[CH:15]=[C:16](/[CH:17]=[C:18](\[CH3:39])/[C:19]([NH:21][C:22]3[CH:23]=[CH:24][C:25]([S:28]([CH2:30][C:31]4[N:35]([CH2:36][CH2:37][CH3:38])[CH:34]=[N:33][N:32]=4)=[O:29])=[CH:26][CH:27]=3)=[O:20])[C:11]([N:8]3[CH2:9][CH2:10][CH:6]([CH2:5][OH:4])[CH2:7]3)=[N:12][CH:13]=2)=[CH:45][CH:44]=1)[CH2:51][CH2:52][CH3:53]. The catalyst class is: 83. (4) Reactant: [F:1][C:2]1[CH:3]=[C:4]([CH:39]=[CH:40][CH:41]=1)[CH2:5][N:6]1[CH:10]=[C:9]([C:11]2[C:19]3[C:14](=[N:15][CH:16]=[C:17]([C:20]4[CH:21]=[C:22]([NH2:28])[C:23]([O:26][CH3:27])=[N:24][CH:25]=4)[CH:18]=3)[N:13](S(C3C=CC(C)=CC=3)(=O)=O)[CH:12]=2)[CH:8]=[N:7]1.[OH-].[Li+]. Product: [F:1][C:2]1[CH:3]=[C:4]([CH:39]=[CH:40][CH:41]=1)[CH2:5][N:6]1[CH:10]=[C:9]([C:11]2[C:19]3[C:14](=[N:15][CH:16]=[C:17]([C:20]4[CH:21]=[C:22]([NH2:28])[C:23]([O:26][CH3:27])=[N:24][CH:25]=4)[CH:18]=3)[NH:13][CH:12]=2)[CH:8]=[N:7]1. The catalyst class is: 87.